This data is from Reaction yield outcomes from USPTO patents with 853,638 reactions. The task is: Predict the reaction yield, written as a fraction of the theoretical maximum amount of product (1.0 means a 100% yield; for example, 0.34 means a 34% yield). (1) The reactants are [F:1][C:2]1[CH:15]=[C:14]([N+:16]([O-:18])=[O:17])[CH:13]=[CH:12][C:3]=1[O:4][C:5]1[CH:10]=[CH:9][N:8]=[C:7]([NH2:11])[CH:6]=1.[CH2:19]([N:21]([CH2:24]C)[CH2:22][CH3:23])[CH3:20].ClC([O:29][C:30]1C=CC=CC=1)=O.C[N:37]1CCNCC1. The catalyst is O1CCCC1.C(OCC)(=O)C.CN(C)C=O. The product is [F:1][C:2]1[CH:15]=[C:14]([N+:16]([O-:18])=[O:17])[CH:13]=[CH:12][C:3]=1[O:4][C:5]1[CH:10]=[CH:9][N:8]=[C:7]([NH:11][C:30]([N:37]2[CH2:23][CH2:22][N:21]([CH3:24])[CH2:19][CH2:20]2)=[O:29])[CH:6]=1. The yield is 0.753. (2) The yield is 0.680. The reactants are [Br:1][C:2]1[C:11]2[C:10](=[O:12])[C:9](Br)=[CH:8][C:7](=[O:14])[C:6]=2[N:5]=[CH:4][CH:3]=1.CN(C)[N:17]=[CH:18][C:19](=[CH2:21])[CH3:20]. The product is [Br:1][C:2]1[C:11]2[C:10](=[O:12])[C:9]3[N:17]=[CH:18][C:19]([CH3:21])=[CH:20][C:8]=3[C:7](=[O:14])[C:6]=2[N:5]=[CH:4][CH:3]=1. The catalyst is ClCCCl.